This data is from Peptide-MHC class I binding affinity with 185,985 pairs from IEDB/IMGT. The task is: Regression. Given a peptide amino acid sequence and an MHC pseudo amino acid sequence, predict their binding affinity value. This is MHC class I binding data. (1) The peptide sequence is LWFNYLFGG. The MHC is HLA-A24:02 with pseudo-sequence HLA-A24:02. The binding affinity (normalized) is 0. (2) The peptide sequence is STITNEFCV. The MHC is HLA-A02:01 with pseudo-sequence HLA-A02:01. The binding affinity (normalized) is 0.470. (3) The peptide sequence is DVEKEKFVAT. The MHC is HLA-A02:02 with pseudo-sequence HLA-A02:02. The binding affinity (normalized) is 0.0267. (4) The peptide sequence is QLLRLMADK. The MHC is HLA-A03:01 with pseudo-sequence HLA-A03:01. The binding affinity (normalized) is 0.619. (5) The peptide sequence is LLTHGADPNA. The MHC is HLA-A02:01 with pseudo-sequence HLA-A02:01. The binding affinity (normalized) is 0.138. (6) The peptide sequence is HTQGYFPDW. The MHC is HLA-B51:01 with pseudo-sequence HLA-B51:01. The binding affinity (normalized) is 0.